Predict which catalyst facilitates the given reaction. From a dataset of Catalyst prediction with 721,799 reactions and 888 catalyst types from USPTO. (1) Reactant: [F:1][C:2]([F:15])([F:14])[CH:3]([C:5]1[CH:10]=[CH:9][C:8]([S:11][S:12][CH3:13])=[CH:7][CH:6]=1)[OH:4].[S:16](Cl)([C:19]1[C:31]2[CH:30]=[CH:29][CH:28]=[C:24]([N:25]([CH3:27])[CH3:26])[C:23]=2[CH:22]=[CH:21][CH:20]=1)(=[O:18])=[O:17].C1N2CCN(CC2)C1.O. Product: [F:15][C:2]([F:1])([F:14])[CH:3]([O:4][S:16]([C:19]1[C:31]2[C:23](=[C:24]([N:25]([CH3:27])[CH3:26])[CH:28]=[CH:29][CH:30]=2)[CH:22]=[CH:21][CH:20]=1)(=[O:18])=[O:17])[C:5]1[CH:6]=[CH:7][C:8]([S:11][S:12][CH3:13])=[CH:9][CH:10]=1. The catalyst class is: 2. (2) Product: [Cl:8][CH2:9][C:10]1[N:1]=[C:2]2[CH:7]=[CH:6][CH:5]=[CH:4][N:3]2[CH:11]=1. The catalyst class is: 10. Reactant: [NH2:1][C:2]1[CH:7]=[CH:6][CH:5]=[CH:4][N:3]=1.[Cl:8][CH2:9][C:10](=O)[CH2:11]Cl. (3) Reactant: [F:1][C:2]([F:16])([F:15])[O:3][C:4]1[CH:14]=[CH:13][C:7]([O:8][CH2:9][C:10](O)=[O:11])=[CH:6][CH:5]=1.C(Cl)(=O)C([Cl:20])=O.CCOC(C)=O.CCCCCCC. Product: [F:1][C:2]([F:16])([F:15])[O:3][C:4]1[CH:14]=[CH:13][C:7]([O:8][CH2:9][C:10]([Cl:20])=[O:11])=[CH:6][CH:5]=1. The catalyst class is: 59. (4) Reactant: [C:1]([O:5][C:6]([C:8]1([CH2:14][N:15]2[CH2:20][CH2:19][C:18](=O)[CH2:17][CH2:16]2)[CH2:13][CH2:12][O:11][CH2:10][CH2:9]1)=[O:7])([CH3:4])([CH3:3])[CH3:2].C1(C)C=CC(S([CH2:31][N+:32]#[C-])(=O)=O)=CC=1.C(O)C.CC(C)([O-])C.[K+].C([O-])(O)=O.[Na+]. Product: [C:31]([CH:18]1[CH2:17][CH2:16][N:15]([CH2:14][C:8]2([C:6]([O:5][C:1]([CH3:2])([CH3:4])[CH3:3])=[O:7])[CH2:13][CH2:12][O:11][CH2:10][CH2:9]2)[CH2:20][CH2:19]1)#[N:32]. The catalyst class is: 57. (5) Reactant: [Cl:1][C:2]1[S:6][C:5]([C:7]([O:9]C)=[O:8])=[CH:4][C:3]=1[C:11]1[N:15]([CH3:16])[N:14]=[CH:13][C:12]=1[F:17].[OH-].[Na+]. Product: [Cl:1][C:2]1[S:6][C:5]([C:7]([OH:9])=[O:8])=[CH:4][C:3]=1[C:11]1[N:15]([CH3:16])[N:14]=[CH:13][C:12]=1[F:17]. The catalyst class is: 7.